From a dataset of Peptide-MHC class II binding affinity with 134,281 pairs from IEDB. Regression. Given a peptide amino acid sequence and an MHC pseudo amino acid sequence, predict their binding affinity value. This is MHC class II binding data. (1) The peptide sequence is ERESVPSLIKTLQSR. The MHC is DRB1_0101 with pseudo-sequence DRB1_0101. The binding affinity (normalized) is 0.381. (2) The peptide sequence is KKEGNTSLLWNGPMAVS. The binding affinity (normalized) is 0.756. The MHC is DRB3_0202 with pseudo-sequence DRB3_0202. (3) The peptide sequence is SFFELDRWEKIRLRPGGK. The MHC is DRB1_0301 with pseudo-sequence DRB1_0301. The binding affinity (normalized) is 0.270. (4) The peptide sequence is MLQALFKYDINIY. The MHC is HLA-DQA10101-DQB10501 with pseudo-sequence HLA-DQA10101-DQB10501. The binding affinity (normalized) is 0.301. (5) The peptide sequence is INEPTAAAIAYGLQR. The MHC is HLA-DQA10102-DQB10602 with pseudo-sequence HLA-DQA10102-DQB10602. The binding affinity (normalized) is 0.629. (6) The binding affinity (normalized) is 0.753. The MHC is DRB3_0101 with pseudo-sequence DRB3_0101. The peptide sequence is AFILDGDNLFPKP.